The task is: Predict the reaction yield, written as a fraction of the theoretical maximum amount of product (1.0 means a 100% yield; for example, 0.34 means a 34% yield).. This data is from Reaction yield outcomes from USPTO patents with 853,638 reactions. (1) The reactants are [I:1][C:2]1[CH:3]=[C:4]2[C:8](=[CH:9][CH:10]=1)[NH:7][C:6](=[O:11])[C:5]2=O.C(O)(C(F)(F)F)=O.[CH2:20]([C@H:27]([O:38][C:39]1[CH:55]=[CH:54][C:42]([C:43]([NH:45][NH:46]C(OC(C)(C)C)=O)=[O:44])=[CH:41][CH:40]=1)[C:28]([O:30][CH2:31][C:32]1[CH:37]=[CH:36][CH:35]=[CH:34][CH:33]=1)=[O:29])[C:21]1[CH:26]=[CH:25][CH:24]=[CH:23][CH:22]=1. The catalyst is C(O)(=O)C. The product is [I:1][C:2]1[CH:3]=[C:4]2[C:8](=[CH:9][CH:10]=1)[NH:7][C:6](=[O:11])[C:5]2=[N:46][NH:45][C:43]([C:42]1[CH:54]=[CH:55][C:39]([O:38][C@@H:27]([CH2:20][C:21]2[CH:22]=[CH:23][CH:24]=[CH:25][CH:26]=2)[C:28]([O:30][CH2:31][C:32]2[CH:37]=[CH:36][CH:35]=[CH:34][CH:33]=2)=[O:29])=[CH:40][CH:41]=1)=[O:44]. The yield is 0.760. (2) The reactants are C([O:8][NH:9][C:10](=[O:28])[CH2:11][CH2:12][CH2:13][NH:14][C:15]([NH:17][CH2:18][C:19]1[CH:24]=[CH:23][C:22]([N:25]([CH3:27])[CH3:26])=[CH:21][CH:20]=1)=[O:16])C1C=CC=CC=1. The catalyst is CO.[Pd]. The product is [CH3:27][N:25]([CH3:26])[C:22]1[CH:21]=[CH:20][C:19]([CH2:18][NH:17][C:15](=[O:16])[NH:14][CH2:13][CH2:12][CH2:11][C:10]([NH:9][OH:8])=[O:28])=[CH:24][CH:23]=1. The yield is 0.920. (3) The reactants are [NH2:1][C:2]1[C:11]2[C:6](=[C:7](Br)[CH:8]=[CH:9][CH:10]=2)[N:5]=[N:4][C:3]=1[C:13]([NH:15][CH2:16][CH2:17][CH3:18])=[O:14].CC1(C)C(C)(C)OB([C:27]2[CH:28]=[C:29]3[C:34](=[CH:35][CH:36]=2)[N:33]=[CH:32][CH:31]=[CH:30]3)O1. No catalyst specified. The product is [NH2:1][C:2]1[C:11]2[C:6](=[C:7]([C:27]3[CH:28]=[C:29]4[C:34](=[CH:35][CH:36]=3)[N:33]=[CH:32][CH:31]=[CH:30]4)[CH:8]=[CH:9][CH:10]=2)[N:5]=[N:4][C:3]=1[C:13]([NH:15][CH2:16][CH2:17][CH3:18])=[O:14]. The yield is 0.919. (4) The reactants are [Cl:1][C:2]1[CH:3]=[CH:4][N:5]2[C:10]=1[C:9](=[O:11])[N:8]([C:12]1[CH:17]=[CH:16][CH:15]=[CH:14][CH:13]=1)[C:7]([C@@H:18]1[CH2:22][CH2:21][CH2:20][N:19]1[C:23]1[C:24]3[C:31]([C:32]([NH:34][CH2:35][CH2:36]O)=[O:33])=[CH:30][NH:29][C:25]=3[N:26]=[CH:27][N:28]=1)=[N:6]2.CCN(CC)CC.CS(Cl)(=O)=O. The yield is 0.380. The catalyst is CN(C1C=CN=CC=1)C.C(Cl)Cl.CN(C=O)C. The product is [Cl:1][C:2]1[CH:3]=[CH:4][N:5]2[C:10]=1[C:9](=[O:11])[N:8]([C:12]1[CH:13]=[CH:14][CH:15]=[CH:16][CH:17]=1)[C:7]([C@@H:18]1[CH2:22][CH2:21][CH2:20][N:19]1[C:23]1[C:24]3[C:31]([C:32]4[O:33][CH2:36][CH2:35][N:34]=4)=[CH:30][NH:29][C:25]=3[N:26]=[CH:27][N:28]=1)=[N:6]2. (5) The reactants are [CH2:1]([O:8][C@H:9]1[CH2:14][CH2:13][CH2:12][CH2:11][C@@H:10]1[NH:15][C:16]1[CH:23]=[C:22]([N:24]2[C:32]3[CH2:31][C:30]([CH3:34])([CH3:33])[CH2:29][C:28](=[O:35])[C:27]=3[C:26]([CH3:36])=[CH:25]2)[CH:21]=[C:20]([F:37])[C:17]=1[C:18]#[N:19])[C:2]1[CH:7]=[CH:6][CH:5]=[CH:4][CH:3]=1.[OH-:38].[Na+].OO. The catalyst is CCO.CS(C)=O. The product is [CH2:1]([O:8][C@H:9]1[CH2:14][CH2:13][CH2:12][CH2:11][C@@H:10]1[NH:15][C:16]1[CH:23]=[C:22]([N:24]2[C:32]3[CH2:31][C:30]([CH3:34])([CH3:33])[CH2:29][C:28](=[O:35])[C:27]=3[C:26]([CH3:36])=[CH:25]2)[CH:21]=[C:20]([F:37])[C:17]=1[C:18]([NH2:19])=[O:38])[C:2]1[CH:7]=[CH:6][CH:5]=[CH:4][CH:3]=1. The yield is 0.640. (6) The reactants are [N:1]([CH2:4][C:5]1[N:6]=[C:7]([N:10]2[CH2:13][CH:12]([O:14][Si:15]([C:28]([CH3:31])([CH3:30])[CH3:29])([C:22]3[CH:27]=[CH:26][CH:25]=[CH:24][CH:23]=3)[C:16]3[CH:21]=[CH:20][CH:19]=[CH:18][CH:17]=3)[CH2:11]2)[S:8][CH:9]=1)=[N+]=[N-].Cl[C:33]([O:35][CH3:36])=[O:34].C(N(CC)CC)C. The catalyst is CO.[OH-].[Pd+2].[OH-]. The product is [Si:15]([O:14][CH:12]1[CH2:13][N:10]([C:7]2[S:8][CH:9]=[C:5]([CH2:4][NH:1][C:33]([O:35][CH3:36])=[O:34])[N:6]=2)[CH2:11]1)([C:28]([CH3:31])([CH3:30])[CH3:29])([C:22]1[CH:27]=[CH:26][CH:25]=[CH:24][CH:23]=1)[C:16]1[CH:21]=[CH:20][CH:19]=[CH:18][CH:17]=1. The yield is 0.450. (7) The reactants are [F:1][C:2]1[CH:3]=[C:4]([CH:6]=[CH:7][CH:8]=1)[NH2:5].S(C1C=CC(C)=CC=1)(O[CH2:13][CH2:14][F:15])(=O)=O.N1C(C)=CC=CC=1C. The catalyst is CN(C=O)C.C(OCC)(=O)C. The product is [F:15][CH2:14][CH2:13][NH:5][C:4]1[CH:6]=[CH:7][CH:8]=[C:2]([F:1])[CH:3]=1. The yield is 0.100. (8) The reactants are [NH2:1][C:2]1[CH:23]=[CH:22][C:5]([O:6][C:7]2[CH:12]=[CH:11][N:10]=[C:9]([N:13](CC3C=CC=CC=3)[CH3:14])[CH:8]=2)=[C:4]([F:24])[CH:3]=1. The catalyst is CO.[Pd]. The product is [NH2:1][C:2]1[CH:23]=[CH:22][C:5]([O:6][C:7]2[CH:12]=[CH:11][N:10]=[C:9]([NH:13][CH3:14])[CH:8]=2)=[C:4]([F:24])[CH:3]=1. The yield is 0.780.